Dataset: NCI-60 drug combinations with 297,098 pairs across 59 cell lines. Task: Regression. Given two drug SMILES strings and cell line genomic features, predict the synergy score measuring deviation from expected non-interaction effect. (1) Drug 1: CCC1=CC2CC(C3=C(CN(C2)C1)C4=CC=CC=C4N3)(C5=C(C=C6C(=C5)C78CCN9C7C(C=CC9)(C(C(C8N6C)(C(=O)OC)O)OC(=O)C)CC)OC)C(=O)OC.C(C(C(=O)O)O)(C(=O)O)O. Drug 2: C1CC(=O)NC(=O)C1N2C(=O)C3=CC=CC=C3C2=O. Cell line: DU-145. Synergy scores: CSS=48.0, Synergy_ZIP=0.428, Synergy_Bliss=-1.13, Synergy_Loewe=-36.9, Synergy_HSA=-1.25. (2) Drug 1: C1C(C(OC1N2C=NC3=C(N=C(N=C32)Cl)N)CO)O. Drug 2: C#CCC(CC1=CN=C2C(=N1)C(=NC(=N2)N)N)C3=CC=C(C=C3)C(=O)NC(CCC(=O)O)C(=O)O. Cell line: EKVX. Synergy scores: CSS=2.53, Synergy_ZIP=-1.09, Synergy_Bliss=-2.93, Synergy_Loewe=-0.00966, Synergy_HSA=-2.29.